This data is from NCI-60 drug combinations with 297,098 pairs across 59 cell lines. The task is: Regression. Given two drug SMILES strings and cell line genomic features, predict the synergy score measuring deviation from expected non-interaction effect. (1) Drug 1: CCCS(=O)(=O)NC1=C(C(=C(C=C1)F)C(=O)C2=CNC3=C2C=C(C=N3)C4=CC=C(C=C4)Cl)F. Drug 2: CC1=C(C=C(C=C1)C(=O)NC2=CC(=CC(=C2)C(F)(F)F)N3C=C(N=C3)C)NC4=NC=CC(=N4)C5=CN=CC=C5. Cell line: HOP-92. Synergy scores: CSS=1.64, Synergy_ZIP=1.23, Synergy_Bliss=3.12, Synergy_Loewe=1.67, Synergy_HSA=1.38. (2) Drug 2: COC1=NC(=NC2=C1N=CN2C3C(C(C(O3)CO)O)O)N. Drug 1: C1=CC=C(C(=C1)C(C2=CC=C(C=C2)Cl)C(Cl)Cl)Cl. Synergy scores: CSS=-3.79, Synergy_ZIP=1.20, Synergy_Bliss=-1.14, Synergy_Loewe=-4.44, Synergy_HSA=-4.06. Cell line: HS 578T. (3) Drug 1: COC1=CC(=CC(=C1O)OC)C2C3C(COC3=O)C(C4=CC5=C(C=C24)OCO5)OC6C(C(C7C(O6)COC(O7)C8=CC=CS8)O)O. Drug 2: CCC1(C2=C(COC1=O)C(=O)N3CC4=CC5=C(C=CC(=C5CN(C)C)O)N=C4C3=C2)O.Cl. Cell line: A498. Synergy scores: CSS=27.4, Synergy_ZIP=-3.90, Synergy_Bliss=-2.36, Synergy_Loewe=0.370, Synergy_HSA=1.46. (4) Drug 1: CS(=O)(=O)CCNCC1=CC=C(O1)C2=CC3=C(C=C2)N=CN=C3NC4=CC(=C(C=C4)OCC5=CC(=CC=C5)F)Cl. Drug 2: N.N.Cl[Pt+2]Cl. Cell line: NCI-H322M. Synergy scores: CSS=29.9, Synergy_ZIP=-10.1, Synergy_Bliss=-2.25, Synergy_Loewe=-24.8, Synergy_HSA=-2.03.